Dataset: TCR-epitope binding with 47,182 pairs between 192 epitopes and 23,139 TCRs. Task: Binary Classification. Given a T-cell receptor sequence (or CDR3 region) and an epitope sequence, predict whether binding occurs between them. (1) The epitope is RIFTIGTVTLK. The TCR CDR3 sequence is CASSLTELAGAGELFF. Result: 1 (the TCR binds to the epitope). (2) The TCR CDR3 sequence is CASSIGDTLNGYTF. The epitope is LLWNGPMAV. Result: 0 (the TCR does not bind to the epitope). (3) The epitope is IYSKHTPINL. The TCR CDR3 sequence is CASSQYEAGAYNEQFF. Result: 0 (the TCR does not bind to the epitope). (4) The epitope is IVDTVSALV. The TCR CDR3 sequence is CASSFRLAGVSDTQYF. Result: 0 (the TCR does not bind to the epitope). (5) The epitope is KLSALGINAV. The TCR CDR3 sequence is CASSLLGQNTGELFF. Result: 0 (the TCR does not bind to the epitope). (6) The epitope is PROT_97E67BCC. The TCR CDR3 sequence is CSSQARMANTEAFF. Result: 0 (the TCR does not bind to the epitope). (7) The epitope is AYILFTRFFYV. The TCR CDR3 sequence is CASSPGTGENTGELFF. Result: 0 (the TCR does not bind to the epitope).